From a dataset of Catalyst prediction with 721,799 reactions and 888 catalyst types from USPTO. Predict which catalyst facilitates the given reaction. Reactant: [NH2:1][C:2]([C@:4]1([CH3:30])[CH2:8][CH2:7][C@H:6]([C:9]2[CH:14]=[CH:13][C:12]([O:15]CC3C=CC=CC=3)=[CH:11][CH:10]=2)[N:5]1[C:23]([O:25][C:26]([CH3:29])([CH3:28])[CH3:27])=[O:24])=[O:3]. Product: [NH2:1][C:2]([C@:4]1([CH3:30])[CH2:8][CH2:7][C@H:6]([C:9]2[CH:14]=[CH:13][C:12]([OH:15])=[CH:11][CH:10]=2)[N:5]1[C:23]([O:25][C:26]([CH3:29])([CH3:28])[CH3:27])=[O:24])=[O:3]. The catalyst class is: 19.